The task is: Predict which catalyst facilitates the given reaction.. This data is from Catalyst prediction with 721,799 reactions and 888 catalyst types from USPTO. (1) Reactant: C(OC([N:11]1[CH2:20][CH2:19][C:18]2[C:13](=[CH:14][C:15]([O:21][CH2:22][CH2:23][C:24]3([C:36]#[N:37])[CH2:29][CH2:28][N:27]([C:30]4[CH:35]=[CH:34][N:33]=[CH:32][CH:31]=4)[CH2:26][CH2:25]3)=[CH:16][CH:17]=2)[CH2:12]1)=O)C1C=CC=CC=1.C([O-])=O.[NH4+]. Product: [C:36]([C:24]1([CH2:23][CH2:22][O:21][C:15]2[CH:14]=[C:13]3[C:18]([CH2:19][CH2:20][NH:11][CH2:12]3)=[CH:17][CH:16]=2)[CH2:25][CH2:26][N:27]([C:30]2[CH:31]=[CH:32][N:33]=[CH:34][CH:35]=2)[CH2:28][CH2:29]1)#[N:37]. The catalyst class is: 178. (2) Reactant: Cl[C:2]1[CH:7]=[CH:6][CH:5]=[CH:4][N+:3]=1[O-:8].[NH2:9][CH2:10][CH2:11][CH2:12][OH:13].C([O-])(O)=O.[Na+].C(O)(CC)(C)C. Product: [OH:13][CH2:12][CH2:11][CH2:10][NH:9][C:2]1[CH:7]=[CH:6][CH:5]=[CH:4][N+:3]=1[O-:8]. The catalyst class is: 254. (3) Reactant: Cl[C:2]1[N:7]=[C:6]([N:8]([CH3:10])[CH3:9])[C:5]([CH2:11][CH3:12])=[CH:4][N:3]=1.N[C@@H]1CC[C@H]([C:20]2[C:28]([F:29])=[C:27]([F:30])[CH:26]=[CH:25][C:21]=2[C:22]([NH2:24])=[O:23])CC1.CC[N:33]([CH:37]([CH3:39])[CH3:38])C(C)C.[CH3:40][CH:41](O)[CH3:42]. Product: [CH3:9][N:8]([CH3:10])[C:6]1[C:5]([CH2:11][CH3:12])=[CH:4][N:3]=[C:2]([NH:33][C@@H:37]2[CH2:38][CH2:42][C@H:41]([NH:24][C:22](=[O:23])[C:21]3[CH:25]=[CH:26][C:27]([F:30])=[C:28]([F:29])[CH:20]=3)[CH2:40][CH2:39]2)[N:7]=1. The catalyst class is: 2. (4) Reactant: C([O:8][C:9]1[CH:21]=[CH:20][C:12]([O:13][CH2:14][C:15]([O:17][CH2:18][CH3:19])=[O:16])=[CH:11][CH:10]=1)C1C=CC=CC=1. Product: [OH:8][C:9]1[CH:10]=[CH:11][C:12]([O:13][CH2:14][C:15]([O:17][CH2:18][CH3:19])=[O:16])=[CH:20][CH:21]=1. The catalyst class is: 457. (5) Reactant: [C:1](Cl)(Cl)=[S:2].[N:5]1([CH2:10][CH2:11][O:12][C:13]2[CH:18]=[CH:17][C:16]([NH2:19])=[CH:15][CH:14]=2)[CH2:9][CH2:8][CH2:7][CH2:6]1.C([O-])(O)=O.[Na+]. Product: [N:19]([C:16]1[CH:15]=[CH:14][C:13]([O:12][CH2:11][CH2:10][N:5]2[CH2:9][CH2:8][CH2:7][CH2:6]2)=[CH:18][CH:17]=1)=[C:1]=[S:2]. The catalyst class is: 22. (6) Product: [Cl:58][CH2:10][C@H:8]1[O:9][C@@H:1]([N:12]2[C:16]3[C:17]4[NH:18][C:19]5[C:24]([C:25]=4[C:26]4[C:30](=[O:31])[N:29]([CH3:32])[C:28](=[O:33])[C:27]=4[C:15]=3[C:14]3[CH:34]=[CH:35][CH:36]=[N:37][C:13]2=3)=[CH:23][CH:22]=[CH:21][CH:20]=5)[C@H:2]([OH:3])[C@@H:4]([OH:5])[C@@H:6]1[OH:7]. Reactant: [C@@H:1]1([N:12]2[C:16]3[C:17]4[NH:18][C:19]5[C:24]([C:25]=4[C:26]4[C:30](=[O:31])[N:29]([CH3:32])[C:28](=[O:33])[C:27]=4[C:15]=3[C:14]3[CH:34]=[CH:35][CH:36]=[N:37][C:13]2=3)=[CH:23][CH:22]=[CH:21][CH:20]=5)[O:9][C@H:8]([CH2:10]O)[C@@H:6]([OH:7])[C@H:4]([OH:5])[C@H:2]1[OH:3].C1(P(C2C=CC=CC=2)C2C=CC=CC=2)C=CC=CC=1.C(Cl)(Cl)(Cl)[Cl:58].O. The catalyst class is: 17. (7) Reactant: [NH:1]1[CH2:5][CH2:4][CH2:3][CH2:2]1.[Br:6][C:7]1[CH:8]=[C:9]2[C:13](=[CH:14][CH:15]=1)[N:12](S(C1C=CC=CC=1)(=O)=O)[C:11]([C:25]([O:27][CH2:28][CH3:29])=[O:26])=[C:10]2[S:30](Cl)(=[O:32])=[O:31].N1C=CC=CC=1. Product: [Br:6][C:7]1[CH:8]=[C:9]2[C:13](=[CH:14][CH:15]=1)[NH:12][C:11]([C:25]([O:27][CH2:28][CH3:29])=[O:26])=[C:10]2[S:30]([N:1]1[CH2:5][CH2:4][CH2:3][CH2:2]1)(=[O:31])=[O:32]. The catalyst class is: 2. (8) Reactant: COC1C=CC([C@H]([N:11]2[CH2:15][CH2:14][CH2:13][C@H:12]2[C:16]2[CH:21]=[CH:20][N:19]=[C:18]([N:22]3[C:30]4[C:25](=[CH:26][CH:27]=[CH:28][CH:29]=4)[CH2:24][CH2:23]3)[CH:17]=2)C)=CC=1. Product: [NH:11]1[CH2:15][CH2:14][CH2:13][C@H:12]1[C:16]1[CH:21]=[CH:20][N:19]=[C:18]([N:22]2[C:30]3[C:25](=[CH:26][CH:27]=[CH:28][CH:29]=3)[CH2:24][CH2:23]2)[CH:17]=1. The catalyst class is: 67. (9) Reactant: [F:1][C:2]1[CH:3]=[C:4]([O:18][CH2:19][C@@H:20]([NH:22][C:23](=[O:29])[O:24][C:25]([CH3:28])([CH3:27])[CH3:26])[CH3:21])[CH:5]=[N:6][C:7]=1[C:8]1[O:9][C:10]2[CH:16]=[C:15]([OH:17])[CH:14]=[CH:13][C:11]=2[N:12]=1.CS(O[CH2:35][CH2:36][CH:37]1[CH2:39][C:38]1([F:41])[F:40])(=O)=O.C(=O)([O-])[O-].[K+].[K+].CN(C=O)C. Product: [F:40][C:38]1([F:41])[CH2:39][CH:37]1[CH2:36][CH2:35][O:17][C:15]1[CH:14]=[CH:13][C:11]2[N:12]=[C:8]([C:7]3[N:6]=[CH:5][C:4]([O:18][CH2:19][C@@H:20]([NH:22][C:23](=[O:29])[O:24][C:25]([CH3:28])([CH3:27])[CH3:26])[CH3:21])=[CH:3][C:2]=3[F:1])[O:9][C:10]=2[CH:16]=1. The catalyst class is: 6.